From a dataset of Reaction yield outcomes from USPTO patents with 853,638 reactions. Predict the reaction yield, written as a fraction of the theoretical maximum amount of product (1.0 means a 100% yield; for example, 0.34 means a 34% yield). The reactants are [O:1]=[C:2]1[NH:6][CH2:5][CH2:4][N:3]1[C:7]1[S:8][C:9]([C:12]([O:14][CH3:15])=[O:13])=[CH:10][N:11]=1.[H-].[Na+].Br[CH2:19][CH:20]1[CH2:22][CH2:21]1. The product is [CH:20]1([CH2:19][N:6]2[CH2:5][CH2:4][N:3]([C:7]3[S:8][C:9]([C:12]([O:14][CH3:15])=[O:13])=[CH:10][N:11]=3)[C:2]2=[O:1])[CH2:22][CH2:21]1. The yield is 0.240. The catalyst is CN(C)C=O.[I-].C([N+](CCCC)(CCCC)CCCC)CCC.